From a dataset of Forward reaction prediction with 1.9M reactions from USPTO patents (1976-2016). Predict the product of the given reaction. (1) Given the reactants Cl.[OH:2][CH2:3][C:4]1[C:9]([OH:10])=[CH:8][CH:7]=[CH:6][N:5]=1.C(=O)([O-])[O-].[K+].[K+].Br[CH2:18][CH2:19][O:20][CH:21]1[CH2:26][CH2:25][CH2:24][CH2:23][O:22]1, predict the reaction product. The product is: [O:22]1[CH2:23][CH2:24][CH2:25][CH2:26][CH:21]1[O:20][CH2:19][CH2:18][O:10][C:9]1[C:4]([CH2:3][OH:2])=[N:5][CH:6]=[CH:7][CH:8]=1. (2) Given the reactants [O-]P([O-])([O-])=O.[K+].[K+].[K+].[CH2:9]([NH2:16])[C:10]1[CH:15]=[CH:14][CH:13]=[CH:12][CH:11]=1.[Br:17][C:18]1[CH:19]=[C:20](I)[CH:21]=[CH:22][CH:23]=1.C(O)CO, predict the reaction product. The product is: [Br:17][C:18]1[CH:23]=[C:22]([NH:16][CH2:9][C:10]2[CH:15]=[CH:14][CH:13]=[CH:12][CH:11]=2)[CH:21]=[CH:20][CH:19]=1. (3) Given the reactants C(OC([N:8]1[CH2:13][C@H:12]([C:14](=[O:34])[N:15]([CH:31]2[CH2:33][CH2:32]2)[CH2:16][C:17]2[CH:22]=[C:21]([O:23][CH2:24][CH2:25][CH2:26][O:27][CH3:28])[CH:20]=[C:19]([O:29][CH3:30])[CH:18]=2)[CH2:11][C@H:10]([NH2:35])[CH2:9]1)=O)(C)(C)C.Br[C:37]1[CH:38]=[C:39]([CH3:43])[CH:40]=[CH:41][CH:42]=1.C1(P(C2C=CC=CC=2)C2C=CC3C(=CC=CC=3)C=2C2C3C(=CC=CC=3)C=CC=2P(C2C=CC=CC=2)C2C=CC=CC=2)C=CC=CC=1.C(=O)([O-])[O-].[Cs+].[Cs+], predict the reaction product. The product is: [CH:31]1([N:15]([CH2:16][C:17]2[CH:22]=[C:21]([O:23][CH2:24][CH2:25][CH2:26][O:27][CH3:28])[CH:20]=[C:19]([O:29][CH3:30])[CH:18]=2)[C:14]([C@@H:12]2[CH2:11][C@H:10]([NH:35][C:37]3[CH:38]=[C:39]([CH3:43])[CH:40]=[CH:41][CH:42]=3)[CH2:9][NH:8][CH2:13]2)=[O:34])[CH2:33][CH2:32]1.